Dataset: Full USPTO retrosynthesis dataset with 1.9M reactions from patents (1976-2016). Task: Predict the reactants needed to synthesize the given product. (1) Given the product [CH3:25][C:6]1([CH3:5])[CH2:10][O:9][CH2:8][N:7]1[C:11]([N:13]1[C:17]2[CH:18]=[CH:19][C:20]([C:31]([NH2:26])=[O:2])=[CH:21][C:16]=2[N:15]=[N:14]1)=[O:12], predict the reactants needed to synthesize it. The reactants are: S(Cl)(Cl)=[O:2].[CH3:5][C:6]1([CH3:25])[CH2:10][O:9][CH2:8][N:7]1[C:11]([N:13]1[C:17]2[CH:18]=[C:19](C(O)=O)[CH:20]=[CH:21][C:16]=2[N:15]=[N:14]1)=[O:12].[N:26]1[CH:31]=CC=CC=1.N. (2) Given the product [F:11][C:12]1[C:17]([O:18][CH2:19][O:20][CH3:21])=[C:16]([CH:8]=[O:9])[CH:15]=[CH:14][C:13]=1[C:22]1[CH:23]=[CH:24][C:25]([F:28])=[CH:26][CH:27]=1, predict the reactants needed to synthesize it. The reactants are: C([Li])CCC.C1C[O:9][CH2:8]C1.[F:11][C:12]1[C:17]([O:18][CH2:19][O:20][CH3:21])=[CH:16][CH:15]=[CH:14][C:13]=1[C:22]1[CH:27]=[CH:26][C:25]([F:28])=[CH:24][CH:23]=1.[Cl-].[NH4+].